This data is from NCI-60 drug combinations with 297,098 pairs across 59 cell lines. The task is: Regression. Given two drug SMILES strings and cell line genomic features, predict the synergy score measuring deviation from expected non-interaction effect. (1) Drug 2: N.N.Cl[Pt+2]Cl. Synergy scores: CSS=31.0, Synergy_ZIP=0.795, Synergy_Bliss=3.97, Synergy_Loewe=-16.6, Synergy_HSA=3.13. Drug 1: CS(=O)(=O)OCCCCOS(=O)(=O)C. Cell line: K-562. (2) Drug 1: CNC(=O)C1=CC=CC=C1SC2=CC3=C(C=C2)C(=NN3)C=CC4=CC=CC=N4. Drug 2: C1=NC(=NC(=O)N1C2C(C(C(O2)CO)O)O)N. Cell line: NCI-H226. Synergy scores: CSS=9.93, Synergy_ZIP=-1.07, Synergy_Bliss=5.19, Synergy_Loewe=1.62, Synergy_HSA=2.20. (3) Drug 1: CC1C(C(CC(O1)OC2CC(OC(C2O)C)OC3=CC4=CC5=C(C(=O)C(C(C5)C(C(=O)C(C(C)O)O)OC)OC6CC(C(C(O6)C)O)OC7CC(C(C(O7)C)O)OC8CC(C(C(O8)C)O)(C)O)C(=C4C(=C3C)O)O)O)O. Drug 2: C(=O)(N)NO. Cell line: HCT116. Synergy scores: CSS=57.8, Synergy_ZIP=0.299, Synergy_Bliss=-1.12, Synergy_Loewe=-39.0, Synergy_HSA=-3.67. (4) Drug 1: CCCCC(=O)OCC(=O)C1(CC(C2=C(C1)C(=C3C(=C2O)C(=O)C4=C(C3=O)C=CC=C4OC)O)OC5CC(C(C(O5)C)O)NC(=O)C(F)(F)F)O. Drug 2: CC(C)CN1C=NC2=C1C3=CC=CC=C3N=C2N. Cell line: HS 578T. Synergy scores: CSS=40.7, Synergy_ZIP=-4.68, Synergy_Bliss=-6.52, Synergy_Loewe=-8.03, Synergy_HSA=-8.58. (5) Drug 1: CN1C(=O)N2C=NC(=C2N=N1)C(=O)N. Drug 2: CN(C(=O)NC(C=O)C(C(C(CO)O)O)O)N=O. Cell line: NCI-H522. Synergy scores: CSS=4.08, Synergy_ZIP=-0.942, Synergy_Bliss=-1.65, Synergy_Loewe=0.169, Synergy_HSA=-2.00. (6) Drug 1: CC1OCC2C(O1)C(C(C(O2)OC3C4COC(=O)C4C(C5=CC6=C(C=C35)OCO6)C7=CC(=C(C(=C7)OC)O)OC)O)O. Drug 2: C1=NC2=C(N=C(N=C2N1C3C(C(C(O3)CO)O)F)Cl)N. Cell line: SK-MEL-5. Synergy scores: CSS=40.4, Synergy_ZIP=-7.76, Synergy_Bliss=-2.11, Synergy_Loewe=-11.2, Synergy_HSA=0.193. (7) Cell line: CCRF-CEM. Drug 1: C1CN1P(=S)(N2CC2)N3CC3. Drug 2: CCCCCOC(=O)NC1=NC(=O)N(C=C1F)C2C(C(C(O2)C)O)O. Synergy scores: CSS=55.2, Synergy_ZIP=-1.72, Synergy_Bliss=-1.73, Synergy_Loewe=-24.4, Synergy_HSA=0.131. (8) Drug 1: CCC1=C2CN3C(=CC4=C(C3=O)COC(=O)C4(CC)O)C2=NC5=C1C=C(C=C5)O. Drug 2: CC1CCC2CC(C(=CC=CC=CC(CC(C(=O)C(C(C(=CC(C(=O)CC(OC(=O)C3CCCCN3C(=O)C(=O)C1(O2)O)C(C)CC4CCC(C(C4)OC)OCCO)C)C)O)OC)C)C)C)OC. Cell line: NCI-H522. Synergy scores: CSS=21.6, Synergy_ZIP=-8.77, Synergy_Bliss=-3.38, Synergy_Loewe=-19.3, Synergy_HSA=-1.60. (9) Drug 1: CC12CCC(CC1=CCC3C2CCC4(C3CC=C4C5=CN=CC=C5)C)O. Drug 2: C1CCC(CC1)NC(=O)N(CCCl)N=O. Cell line: BT-549. Synergy scores: CSS=19.7, Synergy_ZIP=-1.03, Synergy_Bliss=7.22, Synergy_Loewe=3.17, Synergy_HSA=6.10. (10) Drug 1: C1=CC=C(C(=C1)C(C2=CC=C(C=C2)Cl)C(Cl)Cl)Cl. Drug 2: C1=NNC2=C1C(=O)NC=N2. Cell line: SF-539. Synergy scores: CSS=10.2, Synergy_ZIP=0.114, Synergy_Bliss=2.96, Synergy_Loewe=7.87, Synergy_HSA=2.79.